Task: Regression. Given a peptide amino acid sequence and an MHC pseudo amino acid sequence, predict their binding affinity value. This is MHC class I binding data.. Dataset: Peptide-MHC class I binding affinity with 185,985 pairs from IEDB/IMGT (1) The MHC is H-2-Kd with pseudo-sequence H-2-Kd. The peptide sequence is LDDVDAAFDKI. The binding affinity (normalized) is 0.229. (2) The peptide sequence is ILNRETLLDFV. The MHC is HLA-A31:01 with pseudo-sequence HLA-A31:01. The binding affinity (normalized) is 0.0847.